From a dataset of Full USPTO retrosynthesis dataset with 1.9M reactions from patents (1976-2016). Predict the reactants needed to synthesize the given product. (1) Given the product [CH3:30][C:25]1[C:24]([C:23]2[N:19]([C:16]3[CH:17]=[CH:18][C:13]([O:12][CH3:11])=[CH:14][CH:15]=3)[N:20]=[C:21]([CH2:31][CH2:32][CH3:33])[C:22]=2[CH:8]=[O:9])=[C:28]([CH3:29])[O:27][N:26]=1, predict the reactants needed to synthesize it. The reactants are: P(Cl)(Cl)(Cl)=O.CN(C)[CH:8]=[O:9].[CH3:11][O:12][C:13]1[CH:18]=[CH:17][C:16]([N:19]2[C:23]([C:24]3[C:25]([CH3:30])=[N:26][O:27][C:28]=3[CH3:29])=[CH:22][C:21]([CH2:31][CH2:32][CH3:33])=[N:20]2)=[CH:15][CH:14]=1.C(Cl)Cl. (2) Given the product [F:1][C:2]1[CH:28]=[CH:27][CH:26]=[C:25]([F:29])[C:3]=1[CH2:4][O:5][C:6]1[C:7]2[N:8]([C:13]([C:20]([OH:22])=[O:21])=[C:14]([C:16]([F:18])([F:19])[F:17])[N:15]=2)[CH:9]=[C:10]([CH3:12])[CH:11]=1, predict the reactants needed to synthesize it. The reactants are: [F:1][C:2]1[CH:28]=[CH:27][CH:26]=[C:25]([F:29])[C:3]=1[CH2:4][O:5][C:6]1[C:7]2[N:8]([C:13]([C:20]([O:22]CC)=[O:21])=[C:14]([C:16]([F:19])([F:18])[F:17])[N:15]=2)[CH:9]=[C:10]([CH3:12])[CH:11]=1.[OH-].[Li+].Cl. (3) Given the product [CH2:2]([O:9][CH2:10][CH2:11]/[CH:12]=[CH:42]\[CH:44]1[CH2:49][CH2:48][N:47]([C:50]([O:52][C:53]([CH3:54])([CH3:56])[CH3:55])=[O:51])[CH2:46][CH2:45]1)[C:3]1[CH:4]=[CH:5][CH:6]=[CH:7][CH:8]=1, predict the reactants needed to synthesize it. The reactants are: [Br-].[CH2:2]([O:9][CH2:10][CH2:11][CH2:12][P+](C1C=CC=CC=1)(C1C=CC=CC=1)C1C=CC=CC=1)[C:3]1[CH:8]=[CH:7][CH:6]=[CH:5][CH:4]=1.C[Si]([N-][Si](C)(C)C)(C)C.[Na+].[CH:42]([CH:44]1[CH2:49][CH2:48][N:47]([C:50]([O:52][C:53]([CH3:56])([CH3:55])[CH3:54])=[O:51])[CH2:46][CH2:45]1)=O. (4) Given the product [CH2:1]([N:3]1[C:12]2[C:7](=[CH:8][C:9]([N:13]([CH2:24][C:25]3[CH:26]=[CH:27][C:28]([O:31][CH3:32])=[CH:29][CH:30]=3)[S:14]([CH2:17][CH2:18][C:19]([OH:21])=[O:20])(=[O:15])=[O:16])=[CH:10][CH:11]=2)[C:6](=[O:33])[N:5]([CH2:34][CH3:35])[C:4]1=[O:36])[CH3:2], predict the reactants needed to synthesize it. The reactants are: [CH2:1]([N:3]1[C:12]2[C:7](=[CH:8][C:9]([N:13]([CH2:24][C:25]3[CH:30]=[CH:29][C:28]([O:31][CH3:32])=[CH:27][CH:26]=3)[S:14]([CH2:17][CH2:18][C:19]([O:21]CC)=[O:20])(=[O:16])=[O:15])=[CH:10][CH:11]=2)[C:6](=[O:33])[N:5]([CH2:34][CH3:35])[C:4]1=[O:36])[CH3:2].C1COCC1.C(O)C.[OH-].[Li+]. (5) Given the product [C:1]([O:5][C:6](=[O:32])[N:7]([CH:9]1[CH2:10][CH2:11][CH:12]([N:15]([C:39]([C:38]2[S:37][C:36]3[CH:42]=[CH:43][CH:44]=[CH:45][C:35]=3[C:34]=2[Cl:33])=[O:40])[CH2:16][C:17]2[CH:22]=[C:21]([C:23]3[CH:24]=[N:25][C:26]([CH3:29])=[CH:27][CH:28]=3)[CH:20]=[CH:19][C:18]=2[O:30][CH3:31])[CH2:13][CH2:14]1)[CH3:8])([CH3:4])([CH3:3])[CH3:2], predict the reactants needed to synthesize it. The reactants are: [C:1]([O:5][C:6](=[O:32])[N:7]([CH:9]1[CH2:14][CH2:13][CH:12]([NH:15][CH2:16][C:17]2[CH:22]=[C:21]([C:23]3[CH:24]=[N:25][C:26]([CH3:29])=[CH:27][CH:28]=3)[CH:20]=[CH:19][C:18]=2[O:30][CH3:31])[CH2:11][CH2:10]1)[CH3:8])([CH3:4])([CH3:3])[CH3:2].[Cl:33][C:34]1[C:35]2[CH:45]=[CH:44][CH:43]=[CH:42][C:36]=2[S:37][C:38]=1[C:39](Cl)=[O:40]. (6) Given the product [O:22]=[C:16]1[CH:15]([N:8]2[C:7](=[O:23])[C:6]3[C:11](=[CH:12][CH:13]=[C:4]([CH2:3][NH:2][C:26](=[O:27])[N:25]([CH3:29])[CH3:24])[CH:5]=3)[N:10]=[C:9]2[CH3:14])[CH2:20][CH2:19][C:18](=[O:21])[NH:17]1, predict the reactants needed to synthesize it. The reactants are: Cl.[NH2:2][CH2:3][C:4]1[CH:5]=[C:6]2[C:11](=[CH:12][CH:13]=1)[N:10]=[C:9]([CH3:14])[N:8]([CH:15]1[CH2:20][CH2:19][C:18](=[O:21])[NH:17][C:16]1=[O:22])[C:7]2=[O:23].[CH3:24][N:25]([CH3:29])[C:26](Cl)=[O:27].C(N(CC)C(C)C)(C)C. (7) Given the product [CH3:14][N:17]([CH3:19])/[CH:18]=[CH:1]/[C:2]1[C:7]([N+:8]([O-:10])=[O:9])=[CH:6][N:5]=[C:4]([N:11]=[CH:14][N:17]([CH3:19])[CH3:18])[CH:3]=1, predict the reactants needed to synthesize it. The reactants are: [CH3:1][C:2]1[C:7]([N+:8]([O-:10])=[O:9])=[CH:6][N:5]=[C:4]([NH2:11])[CH:3]=1.CO[CH:14]([N:17]([CH3:19])[CH3:18])OC. (8) Given the product [Cl:33][C:11]1[CH:10]=[CH:9][C:8]([CH2:7][N:1]2[CH2:5][CH2:4][CH2:3][CH2:2]2)=[CH:32][C:12]=1[C:13]([NH:15][C:16](=[O:31])[NH:17][C:18]1[S:19][C:20]2[CH:26]=[C:25]([S:27]([CH3:30])(=[O:28])=[O:29])[CH:24]=[CH:23][C:21]=2[N:22]=1)=[O:14], predict the reactants needed to synthesize it. The reactants are: [NH:1]1[CH2:5][CH2:4][CH2:3][CH2:2]1.Br[CH2:7][C:8]1[CH:9]=[CH:10][C:11]([Cl:33])=[C:12]([CH:32]=1)[C:13]([NH:15][C:16](=[O:31])[NH:17][C:18]1[S:19][C:20]2[CH:26]=[C:25]([S:27]([CH3:30])(=[O:29])=[O:28])[CH:24]=[CH:23][C:21]=2[N:22]=1)=[O:14].